From a dataset of Forward reaction prediction with 1.9M reactions from USPTO patents (1976-2016). Predict the product of the given reaction. (1) Given the reactants Cl.[F:2][C:3]1[CH:8]=[CH:7][C:6]([NH:9][C:10]2[CH:15]=[CH:14][N:13]=[C:12]([NH:16][C:17]3[CH:22]=[CH:21][C:20]([S:23]([N:26]([CH3:33])[CH:27]4[CH2:32][CH2:31][NH:30][CH2:29][CH2:28]4)(=[O:25])=[O:24])=[CH:19][CH:18]=3)[N:11]=2)=[CH:5][CH:4]=1.[F:34][C:35]([F:41])([F:40])[CH2:36][CH2:37][CH:38]=O, predict the reaction product. The product is: [F:2][C:3]1[CH:8]=[CH:7][C:6]([NH:9][C:10]2[CH:15]=[CH:14][N:13]=[C:12]([NH:16][C:17]3[CH:18]=[CH:19][C:20]([S:23]([N:26]([CH3:33])[CH:27]4[CH2:32][CH2:31][N:30]([CH2:38][CH2:37][CH2:36][C:35]([F:41])([F:40])[F:34])[CH2:29][CH2:28]4)(=[O:24])=[O:25])=[CH:21][CH:22]=3)[N:11]=2)=[CH:5][CH:4]=1. (2) Given the reactants [CH3:1][C:2]1[CH:7]=[CH:6][C:5]([S:8]([O:11][CH2:12][CH:13]2[CH2:17][C:16]3[CH:18]=[C:19]([F:23])[CH:20]=[C:21](Br)[C:15]=3[O:14]2)(=[O:10])=[O:9])=[CH:4][CH:3]=1.[F:24][C:25]([F:36])([F:35])[C:26]1[CH:31]=[CH:30][CH:29]=[CH:28][C:27]=1B(O)O.C(=O)([O-])[O-].[K+].[K+].CC1C=CC(S(OCC2CC3C(C4C=CC=CC=4)=CC=CC=3O2)(=O)=O)=CC=1, predict the reaction product. The product is: [CH3:1][C:2]1[CH:7]=[CH:6][C:5]([S:8]([O:11][CH2:12][CH:13]2[CH2:17][C:16]3[CH:18]=[C:19]([F:23])[CH:20]=[C:21]([C:27]4[CH:28]=[CH:29][CH:30]=[CH:31][C:26]=4[C:25]([F:36])([F:35])[F:24])[C:15]=3[O:14]2)(=[O:10])=[O:9])=[CH:4][CH:3]=1. (3) Given the reactants CC1C=CC(S(O[CH2:12][C@H:13]2[CH2:22][CH2:21][C:20]3[C:15](=[C:16]([C:24]4[CH:29]=[CH:28][CH:27]=[CH:26][C:25]=4[Cl:30])[C:17]([Cl:23])=[CH:18][CH:19]=3)[O:14]2)(=O)=O)=CC=1.[N-:31]=[N+:32]=[N-:33].[Na+], predict the reaction product. The product is: [N:31]([CH2:12][C@H:13]1[CH2:22][CH2:21][C:20]2[C:15](=[C:16]([C:24]3[CH:29]=[CH:28][CH:27]=[CH:26][C:25]=3[Cl:30])[C:17]([Cl:23])=[CH:18][CH:19]=2)[O:14]1)=[N+:32]=[N-:33]. (4) Given the reactants [ClH:1].[NH2:2][C:3]1[C:12]2[C:7](=[CH:8][C:9]([CH2:13][CH:14]([NH:23][C:24](=[O:45])[CH2:25][NH:26][S:27]([C:30]3[C:31]([CH3:44])=[C:32]([CH3:43])[C:33]4OC(C)(C)CC[C:34]=4[C:41]=3[CH3:42])(=[O:29])=[O:28])[C:15](=[O:22])[N:16]3[CH2:21][CH2:20][CH2:19][CH2:18][CH2:17]3)=[CH:10][CH:11]=2)[CH:6]=[CH:5][N:4]=1.NC1C2C(=CC(CC(NC(=O)OC(C)(C)C)[C:59](=[O:66])N3CCCCC3)=CC=2)C=CN=1.[N:75]1([C:81](=[O:102])[CH2:82][C@H](NS(C2C(C)=CC(OC)=C(C)C=2C)(=O)=O)C(O)=O)[CH2:80][CH2:79][O:78][CH2:77][CH2:76]1, predict the reaction product. The product is: [ClH:1].[NH2:2][C:3]1[C:12]2[C:7](=[CH:8][C:9]([CH2:13][CH:14]([NH:23][C:24](=[O:45])[C@@H:25]([NH:26][S:27]([C:30]3[C:41]([CH3:42])=[CH:34][C:33]([O:66][CH3:59])=[C:32]([CH3:43])[C:31]=3[CH3:44])(=[O:28])=[O:29])[CH2:82][C:81]([N:75]3[CH2:80][CH2:79][O:78][CH2:77][CH2:76]3)=[O:102])[C:15](=[O:22])[N:16]3[CH2:21][CH2:20][CH2:19][CH2:18][CH2:17]3)=[CH:10][CH:11]=2)[CH:6]=[CH:5][N:4]=1.